This data is from Drug-target binding data from BindingDB using IC50 measurements. The task is: Regression. Given a target protein amino acid sequence and a drug SMILES string, predict the binding affinity score between them. We predict pIC50 (pIC50 = -log10(IC50 in M); higher means more potent). Dataset: bindingdb_ic50. (1) The compound is O=c1nc2n(-c3ccc(O)cc3)c3cc(Cl)ccc3cc-2c(=O)[nH]1. The target protein sequence is MASGSSSDAAEPAGPAGRAASAPEAAQAEEDRVKRRRLQCLGFALVGGCDPTMVPSVLRENDWQTQKALSAYFELPENDQGWPRQPPTSFKSEAYVDLTNEDANDTTILEASPSGTPLEDSSTISFITWNIDGLDGCNLPERARGVCSCLALYSPDVVFLQEVIPPYCAYLKKRAASYTIITGNEEGYFTAILLKKGRVKFKSQEIIPFPNTKMMRNLLCVNVSLGGNEFCLMTSHLESTRGHAAERIRQLKTVLGKMQEAPDSTTVIFAGDTNLRDREVTRCGGLPDNVFDAWEFLGKPKHCQYTWDTKANNNLGITAACKLRFDRIFFRAEEGHLIPQSLDLVGLEKLDCGRFPSDHWGLLCTLNVVL. The pIC50 is 5.4. (2) The compound is Nc1n[nH]c(N2CCN(C(=O)COc3ccc(Br)cc3)CC2)n1. The target protein (Q9D7Q1) has sequence MVQSLAWAGVMTLLMVQWGSAAKLVCYLTNWSQYRTEAVRFFPRDVDPNLCTHVIFAFAGMDNHQLSTVEHNDELLYQELNSLKTKNPKLKTLLAVGGWTFGTQKFTDMVATASNRQTFVKSALSFLRTQGFDGLDLDWEFPGGRGSPTVDKERFTALIQDLAKAFQEEAQSSGKERLLLTAAVPSDRGLVDAGYEVDKIAQSLDFINLMAYDFHSSLEKTTGHNSPLYKRQGESGAAAEQNVDAAVTLWLQKGTPASKLILGMPTYGRSFTLASSSDNGVGAPATGPGAPGPYTKDKGVLAYYEACSWKERHRIEDQKVPYAFQDNQWVSFDDVESFKAKAAYLKQKGLGGAMVWVLDLDDFKGSFCNQGPYPLIRTLRQELNLPSETPRSPEQIIPEPRPSSMPEQGPSPGLDNFCQGKADGVYPNPGDESTYYNCGGGRLFQQSCPPGLVFRASCKCCTWS. The pIC50 is 4.0. (3) The small molecule is Cc1nnn(Cc2cccc(Cl)c2/C=C/C(=O)N2CCC(Cc3nnc(C)o3)CC2)n1. The target protein (P54253) has sequence MKSNQERSNECLPPKKREIPATSRSSEEKAPTLPSDNHRVEGTAWLPGNPGGRGHGGGRHGPAGTSVELGLQQGIGLHKALSTGLDYSPPSAPRSVPVATTLPAAYATPQPGTPVSPVQYAHLPHTFQFIGSSQYSGTYASFIPSQLIPPTANPVTSAVASAAGATTPSQRSQLEAYSTLLANMGSLSQTPGHKAEQQQQQQQQQQQQHQHQQQQQQQQQQQQQQHLSRAPGLITPGSPPPAQQNQYVHISSSPQNTGRTASPPAIPVHLHPHQTMIPHTLTLGPPSQVVMQYADSGSHFVPREATKKAESSRLQQAIQAKEVLNGEMEKSRRYGAPSSADLGLGKAGGKSVPHPYESRHVVVHPSPSDYSSRDPSGVRASVMVLPNSNTPAADLEVQQATHREASPSTLNDKSGLHLGKPGHRSYALSPHTVIQTTHSASEPLPVGLPATAFYAGTQPPVIGYLSGQQQAITYAGSLPQHLVIPGTQPLLIPVGSTDME.... The pIC50 is 6.7. (4) The target protein (Q6ZQW0) has sequence MLHFHYYDTSNKIMEPHRPNVKTAVPLSLESYHISEEYGFLLPDSLKELPDHYRPWMEIANKLPQLIDAHQLQAHVDKMPLLSCQFLKGHREQRLAHLVLSFLTMGYVWQEGEAQPAEVLPRNLALPFVEVSRNLGLPPILVHSDLVLTNWTKKDPDGFLEIGNLETIISFPGGESLHGFILVTALVEKEAVPGIKALVQATNAILQPNQEALLQALQRLRLSIQDITKTLGQMHDYVDPDIFYAGIRIFLSGWKDNPAMPAGLMYEGVSQEPLKYSGGSAAQSTVLHAFDEFLGIRHSKESGDFLYRMRDYMPPSHKAFIEDIHSAPSLRDYILSSGQDHLLTAYNQCVQALAELRSYHITMVTKYLITAAAKAKHGKPNHLPGPPQALKDRGTGGTAVMSFLKSVRDKTLESILHPRG. The pIC50 is 4.2. The compound is Cn1cc(C[C@H](N)C(=O)O)c2ccccc21. (5) The compound is [N-]=[N+]=Nc1nc2c(N)ncnc2n1C1O[C@H](COP(=O)(O)O[C@H]2C(n3c(N=[N+]=[N-])nc4c(N)ncnc43)O[C@H](CO)[C@H]2O)[C@@H](O)[C@H]1O. The target protein (Q05921) has sequence METPDYNTPQGGTPSAGSQRTVVEDDSSLIKAVQKGDVVRVQQLLEKGADANACEDTWGWTPLHNAVQAGRVDIVNLLLSHGADPHRRKKNGATPFIIAGIQGDVKLLEILLSCGADVNECDENGFTAFMEAAERGNAEALRFLFAKGANVNLRRQTTKDKRRLKQGGATALMSAAEKGHLEVLRILLNDMKAEVDARDNMGRNALIRTLLNWDCENVEEITSILIQHGADVNVRGERGKTPLIAAVERKHTGLVQMLLSREGINIDARDNEGKTALLIAVDKQLKEIVQLLLEKGADKCDDLVWIARRNHDYHLVKLLLPYVANPDTDPPAGDWSPHSSRWGTALKSLHSMTRPMIGKLKIFIHDDYKIAGTSEGAVYLGIYDNREVAVKVFRENSPRGCKEVSCLRDCGDHSNLVAFYGREDDKGCLYVCVSLCEWTLEEFLRLPREEPVENGEDKFAHSILLSIFEGVQKLHLHGYSHQDLQPQNILIDSKKAVRLA.... The pIC50 is 4.0. (6) The compound is CS(=O)c1ccc(-c2nc(-c3ccncc3)c(-c3ccc(F)cc3)[nH]2)cc1. The pIC50 is 7.4. The target protein sequence is MSQERPTFYRQELNKTIWEVPERYQNLSPVGSGAYGSVCAAFDTKTGHRVAVKKLSRPFQSIIHAKRTYRELRLLKHMKHENVIGLLDVFTPARSLEEFNDVYLVTHLMAADLNNIVKCQKLTDDHVQFLIYQILRGLKYIHSADIIHRDLKPSNLAVNEDCELKILDFGLARHTDDEMTGYVATRWYRAPEIMLNWMHYNQTVDIWSVGCIMAELLTGRTLFPGTDHIDQLKLILRLVGTPGAELLKKISSESARNYIQSLAQMPKMNFANVFIGANPLAVDLLEKMLVLDSDKRITAAQALAHAYFAQYHDPDDEPVADPYDQSFESRDLLIDEWKSLTYDEVISFVPPPLDQEEMES. (7) The drug is CC(O)C1(CNS(=O)(=O)C(F)(F)F)CCN(S(=O)(=O)c2ccc(Cl)cc2S(=O)(=O)c2ccccc2F)CC1. The target protein (P11712) has sequence MDSLVVLVLCLSCLLLLSLWRQSSGRGKLPPGPTPLPVIGNILQIGIKDISKSLTNLSKVYGPVFTLYFGLKPIVVLHGYEAVKEALIDLGEEFSGRGIFPLAERANRGFGIVFSNGKKWKEIRRFSLMTLRNFGMGKRSIEDRVQEEARCLVEELRKTKASPCDPTFILGCAPCNVICSIIFHKRFDYKDQQFLNLMEKLNENIKILSSPWIQICNNFSPIIDYFPGTHNKLLKNVAFMKSYILEKVKEHQESMDMNNPQDFIDCFLMKMEKEKHNQPSEFTIESLENTAVDLFGAGTETTSTTLRYALLLLLKHPEVTAKVQEEIERVIGRNRSPCMQDRSHMPYTDAVVHEVQRYIDLLPTSLPHAVTCDIKFRNYLIPKGTTILISLTSVLHDNKEFPNPEMFDPHHFLDEGGNFKKSKYFMPFSAGKRICVGEALAGMELFLFLTSILQNFNLKSLVDPKNLDTTPVVNGFASVPPFYQLCFIPV. The pIC50 is 6.0.